Dataset: Full USPTO retrosynthesis dataset with 1.9M reactions from patents (1976-2016). Task: Predict the reactants needed to synthesize the given product. (1) Given the product [Cl:1][C:2]1[CH:7]=[C:6]([C:8]#[C:9][C:10]2[N:11]=[C:12]([CH3:23])[N:13]([C:16]3[CH:21]=[CH:20][N:19]([CH2:25][CH2:26][OH:27])[C:18](=[O:22])[CH:17]=3)[C:14]=2[CH3:15])[CH:5]=[CH:4][N:3]=1, predict the reactants needed to synthesize it. The reactants are: [Cl:1][C:2]1[CH:7]=[C:6]([C:8]#[C:9][C:10]2[N:11]=[C:12]([CH3:23])[N:13]([C:16]3[CH:21]=[CH:20][NH:19][C:18](=[O:22])[CH:17]=3)[C:14]=2[CH3:15])[CH:5]=[CH:4][N:3]=1.I[CH2:25][CH2:26][OH:27]. (2) Given the product [OH:38][C@@H:36]([CH3:37])[C:34]([N:1]1[CH2:6][CH2:5][CH2:4][C@H:3]([NH:7][C:8]([C:10]2[C:14]3[N:15]=[CH:16][N:17]=[C:18]([C:19]4[C:27]5[O:26][CH2:25][O:24][C:23]=5[CH:22]=[CH:21][C:20]=4[O:28][CH2:29][CH:30]4[CH2:31][CH2:32]4)[C:13]=3[NH:12][CH:11]=2)=[O:9])[CH2:2]1)=[O:35], predict the reactants needed to synthesize it. The reactants are: [NH:1]1[CH2:6][CH2:5][CH2:4][C@H:3]([NH:7][C:8]([C:10]2[C:14]3[N:15]=[CH:16][N:17]=[C:18]([C:19]4[C:27]5[O:26][CH2:25][O:24][C:23]=5[CH:22]=[CH:21][C:20]=4[O:28][CH2:29][CH:30]4[CH2:32][CH2:31]4)[C:13]=3[NH:12][CH:11]=2)=[O:9])[CH2:2]1.Cl[C:34]([C@@H:36]([O:38]C(=O)C)[CH3:37])=[O:35]. (3) Given the product [CH3:13][C:11]1[CH:10]=[C:9]([C:14]2[CH:19]=[CH:18][C:17]([C:20]([F:23])([F:22])[F:21])=[CH:16][CH:15]=2)[N:8]=[C:7]([N:4]2[CH:5]=[N:6][C:2]([C:28]3[CH:29]=[CH:30][C:25]([NH2:24])=[N:26][CH:27]=3)=[N:3]2)[N:12]=1, predict the reactants needed to synthesize it. The reactants are: Cl[C:2]1[N:6]=[CH:5][N:4]([C:7]2[N:12]=[C:11]([CH3:13])[CH:10]=[C:9]([C:14]3[CH:19]=[CH:18][C:17]([C:20]([F:23])([F:22])[F:21])=[CH:16][CH:15]=3)[N:8]=2)[N:3]=1.[NH2:24][C:25]1[CH:30]=[CH:29][C:28](B2OC(C)(C)C(C)(C)O2)=[CH:27][N:26]=1. (4) Given the product [Br:1][C:2]1[S:12][C:5]2=[N:6][C:7]([CH3:11])=[CH:8][C:9]([NH:10][S:34]([C:30]3[CH:31]=[CH:32][CH:33]=[C:28]([Cl:27])[CH:29]=3)(=[O:36])=[O:35])=[C:4]2[C:3]=1[C:13]1[CH:18]=[CH:17][CH:16]=[C:15]([O:19][CH3:20])[CH:14]=1, predict the reactants needed to synthesize it. The reactants are: [Br:1][C:2]1[S:12][C:5]2[N:6]=[C:7]([CH3:11])[CH:8]=[C:9]([NH2:10])[C:4]=2[C:3]=1[C:13]1[CH:18]=[CH:17][CH:16]=[C:15]([O:19][CH3:20])[CH:14]=1.CC(C)([O-])C.[Na+].[Cl:27][C:28]1[CH:29]=[C:30]([S:34](Cl)(=[O:36])=[O:35])[CH:31]=[CH:32][CH:33]=1. (5) Given the product [F:12][C:13]1[CH:21]=[CH:20][CH:19]=[CH:18][C:14]=1[C:15]([NH:1][CH:2]([CH2:3][CH2:4][S:5][CH3:6])[C:7]([OH:9])=[O:8])=[O:16], predict the reactants needed to synthesize it. The reactants are: [NH2:1][CH:2]([C:7]([OH:9])=[O:8])[CH2:3][CH2:4][S:5][CH3:6].[OH-].[Na+].[F:12][C:13]1[CH:21]=[CH:20][CH:19]=[CH:18][C:14]=1[C:15](Cl)=[O:16].Cl. (6) Given the product [Cl:55][C:56]1[CH:61]=[C:60]([N:62]([CH3:64])[CH3:63])[CH:59]=[CH:58][C:57]=1[C:31]1[N:32]=[C:33]([CH2:53][CH3:54])[C:34]([NH:39][C@H:40]2[C@@H:44]([O:45][CH2:46][CH2:47][F:48])[CH2:43][N:42]([C:49]([O:51][CH3:52])=[O:50])[CH2:41]2)=[N:35][C:36]=1[CH2:37][CH3:38], predict the reactants needed to synthesize it. The reactants are: ClC1C=C(Cl)C=CC=1C1N=C(CC)C(N[C@@H]2C3C(=CC=CC=3)C[C@@H]2O)=NC=1CC.Br[C:31]1[N:32]=[C:33]([CH2:53][CH3:54])[C:34]([NH:39][C@H:40]2[C@@H:44]([O:45][CH2:46][CH2:47][F:48])[CH2:43][N:42]([C:49]([O:51][CH3:52])=[O:50])[CH2:41]2)=[N:35][C:36]=1[CH2:37][CH3:38].[Cl:55][C:56]1[CH:61]=[C:60]([N:62]([CH3:64])[CH3:63])[CH:59]=[CH:58][C:57]=1B1OB([C:57]2[CH:58]=[CH:59][C:60]([N:62]([CH3:64])[CH3:63])=[CH:61][C:56]=2[Cl:55])OB([C:57]2[CH:58]=[CH:59][C:60]([N:62]([CH3:64])[CH3:63])=[CH:61][C:56]=2[Cl:55])O1.